Task: Predict the reactants needed to synthesize the given product.. Dataset: Full USPTO retrosynthesis dataset with 1.9M reactions from patents (1976-2016) (1) The reactants are: [Br:1][C:2]1[C:11]2[C:6](=[CH:7][CH:8]=[CH:9][CH:10]=2)[C:5](Cl)=[N:4][CH:3]=1.[CH3:13][O-:14].[Na+]. Given the product [Br:1][C:2]1[C:11]2[C:6](=[CH:7][CH:8]=[CH:9][CH:10]=2)[C:5]([O:14][CH3:13])=[N:4][CH:3]=1, predict the reactants needed to synthesize it. (2) Given the product [C:1]([O:5][C:6]([N:8]1[CH2:9][CH2:10][CH:11]([CH2:14][C:15]2[CH:20]=[CH:19][C:18]([Cl:21])=[C:17]([Cl:22])[CH:16]=2)[CH2:12][CH2:13]1)=[O:7])([CH3:4])([CH3:2])[CH3:3], predict the reactants needed to synthesize it. The reactants are: [C:1]([O:5][C:6]([N:8]1[CH2:13][CH2:12][C:11](=[CH:14][C:15]2[CH:20]=[CH:19][C:18]([Cl:21])=[C:17]([Cl:22])[CH:16]=2)[CH2:10][CH2:9]1)=[O:7])([CH3:4])([CH3:3])[CH3:2].